From a dataset of Catalyst prediction with 721,799 reactions and 888 catalyst types from USPTO. Predict which catalyst facilitates the given reaction. (1) Reactant: [H-].C([Al+]CC(C)C)C(C)C.[CH3:11][C@@H:12]1[O:22][C:20](=[O:21])[C@@H:19]([NH:23][C:24]([C:26]2[C:31]([OH:32])=[C:30]([O:33][CH3:34])[CH:29]=[CH:28][N:27]=2)=[O:25])[CH2:18][O:17][C:15](=[O:16])[C@H:14]([CH2:35][C:36]2[CH:41]=[CH:40][CH:39]=[CH:38][CH:37]=2)[C@H:13]1[O:42]C(C(C)C)=O. Product: [CH2:35]([C@@H:14]1[C@@H:13]([OH:42])[C@H:12]([CH3:11])[O:22][C:20](=[O:21])[C@@H:19]([NH:23][C:24]([C:26]2[C:31]([OH:32])=[C:30]([O:33][CH3:34])[CH:29]=[CH:28][N:27]=2)=[O:25])[CH2:18][O:17][C:15]1=[O:16])[C:36]1[CH:37]=[CH:38][CH:39]=[CH:40][CH:41]=1. The catalyst class is: 11. (2) Reactant: Cl[C:2]1[N:10]=[C:9](S(CCC)(=O)=O)[N:8]=[C:7]2[C:3]=1[N:4]=[CH:5][N:6]2[C:17]1[CH:22]=[CH:21][C:20]([Cl:23])=[CH:19][CH:18]=1.[NH:24]1[CH2:31][CH2:30][CH2:29][C@H:25]1[C:26]([NH2:28])=[O:27].[CH:32]([N:35](CC)C(C)C)(C)C. Product: [Cl:23][C:20]1[CH:19]=[CH:18][C:17]([N:6]2[CH:5]=[N:4][C:3]3[C:7]2=[N:8][C:9]([C:32]#[N:35])=[N:10][C:2]=3[N:24]2[CH2:31][CH2:30][CH2:29][C@H:25]2[C:26]([NH2:28])=[O:27])=[CH:22][CH:21]=1. The catalyst class is: 7. (3) Reactant: [NH2:1][C:2]1[CH:11]=[CH:10][C:5]([C:6]([O:8][CH3:9])=[O:7])=[CH:4][N:3]=1.C(O)(=O)C.[CH:16](OCC)(OCC)OCC.[N-:26]=[N+:27]=[N-:28].[Na+]. Product: [N:1]1([C:2]2[CH:11]=[CH:10][C:5]([C:6]([O:8][CH3:9])=[O:7])=[CH:4][N:3]=2)[CH:16]=[N:28][N:27]=[N:26]1. The catalyst class is: 6. (4) Reactant: [H-].[Al+3].[Li+].[H-].[H-].[H-].[C:7]([N:15]1[CH2:19][CH2:18][CH2:17][C@H:16]1[CH2:20][F:21])(=O)[C:8]1[CH:13]=[CH:12][CH:11]=[CH:10][CH:9]=1.C(OCC)C.O. Product: [CH2:7]([N:15]1[CH2:19][CH2:18][CH2:17][C@H:16]1[CH2:20][F:21])[C:8]1[CH:13]=[CH:12][CH:11]=[CH:10][CH:9]=1. The catalyst class is: 7. (5) Reactant: O.[SH-].[Na+:3].C([S:11]([C:14]1[N:19]=[C:18]([N:20]([CH2:28][O:29][CH2:30][CH2:31][Si:32]([CH3:35])([CH3:34])[CH3:33])[S:21]([N:24]2[CH2:27][CH2:26][CH2:25]2)(=[O:23])=[O:22])[CH:17]=[C:16]([NH:36][C@H:37]([CH3:40])[CH2:38][OH:39])[N:15]=1)(=O)=O)C1C=CC=CC=1. Product: [N:24]1([S:21]([N:20]([CH2:28][O:29][CH2:30][CH2:31][Si:32]([CH3:33])([CH3:35])[CH3:34])[C:18]2[CH:17]=[C:16]([NH:36][C@H:37]([CH3:40])[CH2:38][OH:39])[N:15]=[C:14]([S-:11])[N:19]=2)(=[O:22])=[O:23])[CH2:27][CH2:26][CH2:25]1.[Na+:3]. The catalyst class is: 16. (6) Reactant: S(O)(O)(=O)=O.[NH2:6][OH:7].C([O-])(=O)C.[Na+].O.[CH2:14]([O:18][CH2:19][CH:20]=O)[CH2:15][CH:16]=[CH2:17]. Product: [CH2:14]([O:18][CH2:19][CH:20]=[N:6][OH:7])[CH2:15][CH:16]=[CH2:17]. The catalyst class is: 8. (7) Reactant: [F:1][C:2]1[CH:3]=[C:4]([CH2:9][C:10]([CH3:15])([CH3:14])[CH2:11][CH:12]=[O:13])[CH:5]=[CH:6][C:7]=1[CH3:8].[OH-].[Na+].[CH2:18]([OH:20])[CH3:19]. Product: [F:1][C:2]1[CH:3]=[C:4]([CH2:9][C:10]([CH3:15])([CH3:14])[CH2:11][C:12]([O:20][CH2:18][CH3:19])=[O:13])[CH:5]=[CH:6][C:7]=1[CH3:8]. The catalyst class is: 716. (8) Reactant: I[C:2]1[CH:3]=[CH:4][C:5]([CH3:9])=[C:6]([NH2:8])[CH:7]=1.C([Sn]([C:23]1[O:24][CH:25]=[CH:26][N:27]=1)(CCCC)CCCC)CCC. Product: [CH3:9][C:5]1[CH:4]=[CH:3][C:2]([C:23]2[O:24][CH:25]=[CH:26][N:27]=2)=[CH:7][C:6]=1[NH2:8]. The catalyst class is: 11. (9) Reactant: [OH:1][CH2:2][CH2:3][O:4][CH:5]1[CH2:10][CH2:9][CH:8]([C:11]([O:13][CH3:14])=[O:12])[CH2:7][CH2:6]1.C(N(CC)CC)C.[C:22]([Si:26]([C:34]1[CH:39]=[CH:38][CH:37]=[CH:36][CH:35]=1)([C:28]1[CH:33]=[CH:32][CH:31]=[CH:30][CH:29]=1)Cl)([CH3:25])([CH3:24])[CH3:23].C(=O)(O)[O-].[Na+]. Product: [Si:26]([O:1][CH2:2][CH2:3][O:4][CH:5]1[CH2:10][CH2:9][CH:8]([C:11]([O:13][CH3:14])=[O:12])[CH2:7][CH2:6]1)([C:22]([CH3:25])([CH3:24])[CH3:23])([C:34]1[CH:35]=[CH:36][CH:37]=[CH:38][CH:39]=1)[C:28]1[CH:33]=[CH:32][CH:31]=[CH:30][CH:29]=1. The catalyst class is: 96.